Task: Regression. Given two drug SMILES strings and cell line genomic features, predict the synergy score measuring deviation from expected non-interaction effect.. Dataset: NCI-60 drug combinations with 297,098 pairs across 59 cell lines (1) Drug 1: CCN(CC)CCCC(C)NC1=C2C=C(C=CC2=NC3=C1C=CC(=C3)Cl)OC. Drug 2: C(CCl)NC(=O)N(CCCl)N=O. Cell line: MCF7. Synergy scores: CSS=11.8, Synergy_ZIP=-4.99, Synergy_Bliss=-1.95, Synergy_Loewe=-17.4, Synergy_HSA=-0.343. (2) Drug 1: C1CN(P(=O)(OC1)NCCCl)CCCl. Drug 2: C1C(C(OC1N2C=NC(=NC2=O)N)CO)O. Cell line: A549. Synergy scores: CSS=-0.608, Synergy_ZIP=-0.599, Synergy_Bliss=-0.489, Synergy_Loewe=-3.08, Synergy_HSA=-1.68. (3) Drug 1: CC12CCC(CC1=CCC3C2CCC4(C3CC=C4C5=CN=CC=C5)C)O. Drug 2: C1CC(C1)(C(=O)O)C(=O)O.[NH2-].[NH2-].[Pt+2]. Cell line: UACC62. Synergy scores: CSS=37.6, Synergy_ZIP=-9.70, Synergy_Bliss=1.87, Synergy_Loewe=2.08, Synergy_HSA=3.29. (4) Drug 2: C1CCC(C(C1)N)N.C(=O)(C(=O)[O-])[O-].[Pt+4]. Cell line: 786-0. Drug 1: C1CC(C1)(C(=O)O)C(=O)O.[NH2-].[NH2-].[Pt+2]. Synergy scores: CSS=26.8, Synergy_ZIP=5.71, Synergy_Bliss=9.17, Synergy_Loewe=3.90, Synergy_HSA=8.22. (5) Drug 1: CN(CC1=CN=C2C(=N1)C(=NC(=N2)N)N)C3=CC=C(C=C3)C(=O)NC(CCC(=O)O)C(=O)O. Drug 2: C1CN(P(=O)(OC1)NCCCl)CCCl. Cell line: HS 578T. Synergy scores: CSS=37.7, Synergy_ZIP=2.75, Synergy_Bliss=5.52, Synergy_Loewe=-56.5, Synergy_HSA=0.155. (6) Drug 1: CNC(=O)C1=CC=CC=C1SC2=CC3=C(C=C2)C(=NN3)C=CC4=CC=CC=N4. Drug 2: CC1C(C(CC(O1)OC2CC(OC(C2O)C)OC3=CC4=CC5=C(C(=O)C(C(C5)C(C(=O)C(C(C)O)O)OC)OC6CC(C(C(O6)C)O)OC7CC(C(C(O7)C)O)OC8CC(C(C(O8)C)O)(C)O)C(=C4C(=C3C)O)O)O)O. Cell line: HCC-2998. Synergy scores: CSS=16.8, Synergy_ZIP=3.08, Synergy_Bliss=5.97, Synergy_Loewe=6.22, Synergy_HSA=5.84. (7) Drug 1: CC1=C2C(C(=O)C3(C(CC4C(C3C(C(C2(C)C)(CC1OC(=O)C(C(C5=CC=CC=C5)NC(=O)OC(C)(C)C)O)O)OC(=O)C6=CC=CC=C6)(CO4)OC(=O)C)O)C)O. Drug 2: C(=O)(N)NO. Cell line: HCC-2998. Synergy scores: CSS=18.5, Synergy_ZIP=-2.20, Synergy_Bliss=0.661, Synergy_Loewe=-21.8, Synergy_HSA=-1.25. (8) Cell line: LOX IMVI. Drug 1: CC1C(C(CC(O1)OC2CC(CC3=C2C(=C4C(=C3O)C(=O)C5=C(C4=O)C(=CC=C5)OC)O)(C(=O)CO)O)N)O.Cl. Synergy scores: CSS=30.8, Synergy_ZIP=5.82, Synergy_Bliss=12.1, Synergy_Loewe=12.6, Synergy_HSA=13.7. Drug 2: CC(C)NC(=O)C1=CC=C(C=C1)CNNC.Cl.